From a dataset of Drug-target binding data from BindingDB using Ki measurements. Regression. Given a target protein amino acid sequence and a drug SMILES string, predict the binding affinity score between them. We predict pKi (pKi = -log10(Ki in M); higher means stronger inhibition). Dataset: bindingdb_ki. (1) The small molecule is CCCN(CCC)C1CCc2cc(CS(=O)(=O)c3ccc(OC)cc3)ccc2C1. The target protein sequence is MVNLRKAVHSFLVHLIGLLVWQCDISVSPVAAIVTDIFNTSDGGRFKFPDGVQNWPALSIVIIIILTIGGNILVIMAVSLEKKLHNATNYFLMSLAIADMLVGLLVMPLSLLAILYDYVWPLPRYLCPVWISLDVLFSTASIMHLCAISLDRYVAVRGPVEHSRFNSRTKAIMKIAIVWAISLGVSVPIPVIGLRDEDKVFVNNTTCVLNDPNFVLIGSFVAFFIPLTIMVITYCLTIHVLRRQALMLLRGHTEEPPGISLDFLKCCKRNTDEESAANPNQDLNPRRRKKKERRPRGTMQAINNERKASKVLGIVFFVFLIMWCPFFITNILSVLCGKACNQKLMEKLLNVFVWIGYVCSGINPLVYTLFNKVYRRAFSNYLRCNYKADKKPPIRQIPRVAATALSGRELNVNIYRHTNEPVIKKADDNEPGIEMQVENLELPVNPSNVVSERISSV. The pKi is 6.0. (2) The compound is Nc1ncnc2c1ncn2C1O[C@H](CSCF)[C@@H](O)[C@H]1O. The target protein (Q9CQ65) has sequence MASGSACTAVKIGIIGGTGLDDPEILEGRTEKYVDTPFGKPSDALILGKIKNVDCVLLARHGRQHTIMPSKVNYQANIWALKEEGCTHVIVTTACGSLREEIQPGDMVIIDQFIDRTSLRPQTFYDGSHCSARGVCHIPMAEPFCPKTREVLIETAKKLGLRCHSKGTIVTIEGPRFSSRAESLIFRTWGADVVNMTTVPEVVLAKEAGICYASIAMATDYDCWKEHEEAVSVDGVLKTMKENANKAKSLLLTTIPQIGSMEWSETLRNLKNMAQFSVLPPRH. The pKi is 5.5.